This data is from NCI-60 drug combinations with 297,098 pairs across 59 cell lines. The task is: Regression. Given two drug SMILES strings and cell line genomic features, predict the synergy score measuring deviation from expected non-interaction effect. (1) Drug 1: C1=CC(=CC=C1CC(C(=O)O)N)N(CCCl)CCCl.Cl. Drug 2: C1CNP(=O)(OC1)N(CCCl)CCCl. Cell line: UACC62. Synergy scores: CSS=8.08, Synergy_ZIP=-3.96, Synergy_Bliss=-3.58, Synergy_Loewe=-10.4, Synergy_HSA=-3.34. (2) Drug 1: CC1=C(N=C(N=C1N)C(CC(=O)N)NCC(C(=O)N)N)C(=O)NC(C(C2=CN=CN2)OC3C(C(C(C(O3)CO)O)O)OC4C(C(C(C(O4)CO)O)OC(=O)N)O)C(=O)NC(C)C(C(C)C(=O)NC(C(C)O)C(=O)NCCC5=NC(=CS5)C6=NC(=CS6)C(=O)NCCC[S+](C)C)O. Drug 2: C(CC(=O)O)C(=O)CN.Cl. Synergy scores: CSS=5.63, Synergy_ZIP=-5.37, Synergy_Bliss=-4.02, Synergy_Loewe=-8.25, Synergy_HSA=-2.37. Cell line: RXF 393. (3) Drug 1: C1CCN(CC1)CCOC2=CC=C(C=C2)C(=O)C3=C(SC4=C3C=CC(=C4)O)C5=CC=C(C=C5)O. Drug 2: C1=CC=C(C(=C1)C(C2=CC=C(C=C2)Cl)C(Cl)Cl)Cl. Cell line: RXF 393. Synergy scores: CSS=7.26, Synergy_ZIP=-3.71, Synergy_Bliss=-3.05, Synergy_Loewe=-1.19, Synergy_HSA=-0.951. (4) Drug 2: CN(C)N=NC1=C(NC=N1)C(=O)N. Drug 1: CC1=C(C=C(C=C1)NC2=NC=CC(=N2)N(C)C3=CC4=NN(C(=C4C=C3)C)C)S(=O)(=O)N.Cl. Synergy scores: CSS=1.93, Synergy_ZIP=2.08, Synergy_Bliss=5.03, Synergy_Loewe=1.68, Synergy_HSA=1.77. Cell line: NCI-H322M. (5) Drug 1: C1CCN(CC1)CCOC2=CC=C(C=C2)C(=O)C3=C(SC4=C3C=CC(=C4)O)C5=CC=C(C=C5)O. Drug 2: CC1=C(C=C(C=C1)C(=O)NC2=CC(=CC(=C2)C(F)(F)F)N3C=C(N=C3)C)NC4=NC=CC(=N4)C5=CN=CC=C5. Cell line: A498. Synergy scores: CSS=-10.5, Synergy_ZIP=2.85, Synergy_Bliss=-2.03, Synergy_Loewe=-9.86, Synergy_HSA=-8.45. (6) Drug 1: CNC(=O)C1=CC=CC=C1SC2=CC3=C(C=C2)C(=NN3)C=CC4=CC=CC=N4. Synergy scores: CSS=6.14, Synergy_ZIP=-0.691, Synergy_Bliss=-0.140, Synergy_Loewe=-3.63, Synergy_HSA=-3.34. Drug 2: C1=NC(=NC(=O)N1C2C(C(C(O2)CO)O)O)N. Cell line: HCT-15. (7) Drug 1: C1=CC=C(C(=C1)C(C2=CC=C(C=C2)Cl)C(Cl)Cl)Cl. Drug 2: C1=NNC2=C1C(=O)NC=N2. Cell line: LOX IMVI. Synergy scores: CSS=4.76, Synergy_ZIP=-2.27, Synergy_Bliss=-2.92, Synergy_Loewe=1.41, Synergy_HSA=-1.30. (8) Synergy scores: CSS=10.3, Synergy_ZIP=-5.01, Synergy_Bliss=-0.850, Synergy_Loewe=-2.40, Synergy_HSA=-1.64. Drug 2: C1CN(CCN1C(=O)CCBr)C(=O)CCBr. Drug 1: CN(CCCl)CCCl.Cl. Cell line: SK-MEL-28. (9) Drug 1: C1=CC=C(C=C1)NC(=O)CCCCCCC(=O)NO. Drug 2: C(=O)(N)NO. Cell line: HS 578T. Synergy scores: CSS=9.34, Synergy_ZIP=-3.22, Synergy_Bliss=0.669, Synergy_Loewe=-13.2, Synergy_HSA=0.855.